The task is: Predict the reactants needed to synthesize the given product.. This data is from Full USPTO retrosynthesis dataset with 1.9M reactions from patents (1976-2016). (1) Given the product [C:54]([O:58][C:59]([N:61]1[CH2:66][CH2:65][CH:64]([CH2:67][N:68]([CH:69]2[CH2:70][CH2:71]2)[C:51](=[O:52])[CH2:50][CH2:49][C:27]2[CH:28]=[CH:29][C:30]([C:32]([N:34]3[CH2:43][C:42]4[CH:41]=[N:40][N:39]([CH3:44])[C:38]=4[NH:37][C:36]4[CH:45]=[CH:46][CH:47]=[CH:48][C:35]3=4)=[O:33])=[CH:31][C:26]=2[CH3:25])[CH2:63][CH2:62]1)=[O:60])([CH3:57])([CH3:55])[CH3:56], predict the reactants needed to synthesize it. The reactants are: C1CN([P+](Br)(N2CCCC2)N2CCCC2)CC1.F[P-](F)(F)(F)(F)F.[CH3:25][C:26]1[CH:31]=[C:30]([C:32]([N:34]2[CH2:43][C:42]3[CH:41]=[N:40][N:39]([CH3:44])[C:38]=3[NH:37][C:36]3[CH:45]=[CH:46][CH:47]=[CH:48][C:35]2=3)=[O:33])[CH:29]=[CH:28][C:27]=1[CH2:49][CH2:50][C:51](O)=[O:52].[C:54]([O:58][C:59]([N:61]1[CH2:66][CH2:65][CH:64]([CH2:67][NH:68][CH:69]2[CH2:71][CH2:70]2)[CH2:63][CH2:62]1)=[O:60])([CH3:57])([CH3:56])[CH3:55].CCN(C(C)C)C(C)C. (2) Given the product [CH3:12][O:3][C:4]1([C:7]([O:9][CH3:10])=[O:8])[CH2:6][CH2:5]1, predict the reactants needed to synthesize it. The reactants are: [H-].[Na+].[OH:3][C:4]1([C:7]([O:9][CH3:10])=[O:8])[CH2:6][CH2:5]1.I[CH3:12]. (3) Given the product [Cl:24][CH2:20][C:17]1[CH:18]=[CH:19][C:14]([O:13][CH2:12][C:10]2[N:11]=[C:7]([C:1]3[CH:6]=[CH:5][CH:4]=[CH:3][CH:2]=3)[S:8][CH:9]=2)=[N:15][CH:16]=1, predict the reactants needed to synthesize it. The reactants are: [C:1]1([C:7]2[S:8][CH:9]=[C:10]([CH2:12][O:13][C:14]3[CH:19]=[CH:18][C:17]([CH2:20]O)=[CH:16][N:15]=3)[N:11]=2)[CH:6]=[CH:5][CH:4]=[CH:3][CH:2]=1.S(Cl)([Cl:24])=O.